This data is from Forward reaction prediction with 1.9M reactions from USPTO patents (1976-2016). The task is: Predict the product of the given reaction. Given the reactants CC1(C)[S:6][C@@H:5]2[C@H:7]([NH:10]C([C@H](N)C3C=CC=CC=3)=O)[C:8](=[O:9])[N:4]2[C@H:3]1[C:21]([OH:23])=[O:22].[CH2:49]1[C@H:48]([NH2:55])[C@@H:47]([O:56][C@H]2O[C@H](CN)[C@@H](O)[C@H](O)[C@H]2O)[C@H](O)[C@@H:52]([O:53][C@H]2O[C@H:50]([CH2:52][OH:53])[C@@H:49](O)[C@H:48]([NH2:55])[C@H:47]2[OH:56])[C@@H:50]1N.CC(S[C@@H]1[O:67][C@H](CO)[C@H](O)[C@H](O)[C@H]1O)C.[NH2:73][C@@H:74]([CH2:78][CH2:79][C:80]([NH:82][C@H:83]([C:86]([NH:88][CH2:89][C:90]([OH:92])=[O:91])=[O:87])[CH2:84][SH:85])=[O:81])[C:75]([OH:77])=[O:76].SC[C@H]([C@@H](CS)O)O, predict the reaction product. The product is: [CH2:49]([C@H:48]([NH2:55])[C:47]([OH:56])=[O:67])[CH2:50][C:52]([NH:10][C@H:7]([C:8]([NH:4][CH2:3][C:21]([OH:23])=[O:22])=[O:9])[CH2:5][S:6][S:85][CH2:84][C@H:83]([NH:82][C:80]([CH2:79][CH2:78][C@H:74]([NH2:73])[C:75]([OH:77])=[O:76])=[O:81])[C:86]([NH:88][CH2:89][C:90]([OH:92])=[O:91])=[O:87])=[O:53].[CH2:78]([C@H:74]([NH2:73])[C:75]([OH:77])=[O:76])[CH2:79][C:80]([NH:82][C@H:83]([C:86]([NH:88][CH2:89][C:90]([OH:92])=[O:91])=[O:87])[CH2:84][SH:85])=[O:81].